This data is from Full USPTO retrosynthesis dataset with 1.9M reactions from patents (1976-2016). The task is: Predict the reactants needed to synthesize the given product. (1) Given the product [CH3:22][C:23]1[N:8]2[C:9](=[O:19])[C:10]3[NH:11][C:12]([C:15]([F:16])([F:18])[F:17])=[N:13][C:14]=3[N:6]([CH2:1][CH2:2][CH2:3][CH2:4][CH3:5])[C:7]2=[N:20][N:21]=1, predict the reactants needed to synthesize it. The reactants are: [CH2:1]([N:6]1[C:14]2[N:13]=[C:12]([C:15]([F:18])([F:17])[F:16])[NH:11][C:10]=2[C:9](=[O:19])[NH:8]/[C:7]/1=[N:20]\[NH2:21])[CH2:2][CH2:3][CH2:4][CH3:5].[C:22](OCC)(OCC)(OCC)[CH3:23]. (2) Given the product [OH:1][C@H:2]([C:27]([CH3:35])([C:29]1[CH:30]=[CH:31][CH:32]=[CH:33][CH:34]=1)[CH3:28])[C:3]([NH:5][C@H:6]([C:7]([N:9]([CH3:22])[C@@H:10]([CH:19]([CH3:21])[CH3:20])/[CH:11]=[C:12](\[CH3:18])/[C:13]([OH:15])=[O:14])=[O:8])[C:23]([CH3:24])([CH3:25])[CH3:26])=[O:4], predict the reactants needed to synthesize it. The reactants are: [OH:1][C@@H:2]([C:27]([CH3:35])([C:29]1[CH:34]=[CH:33][CH:32]=[CH:31][CH:30]=1)[CH3:28])[C:3]([NH:5][C@@H:6]([C:23]([CH3:26])([CH3:25])[CH3:24])[C:7]([N:9]([CH3:22])[C@@H:10]([CH:19]([CH3:21])[CH3:20])/[CH:11]=[C:12](\[CH3:18])/[C:13]([O:15]CC)=[O:14])=[O:8])=[O:4].O[C@H](C(C)(C1C=CC=CC=1)C)C(N[C@@H](C(C)(C)C)C(N(C)[C@@H](C(C)C)/C=C(\C)/C(OCC)=O)=O)=O.O.O.[OH-].[Li+]. (3) Given the product [CH2:21]([O:20][C:15]1[CH:14]=[C:13]([C:6]2[N:5]=[C:4]([S:3][CH2:1][CH3:2])[N:9]3[CH:10]=[CH:11][N:12]=[C:8]3[CH:7]=2)[CH:18]=[CH:17][C:16]=1[O:27][CH2:24][CH3:31])[CH3:22], predict the reactants needed to synthesize it. The reactants are: [CH2:1]([S:3][C:4]1[N:9]2[CH:10]=[CH:11][N:12]=[C:8]2[CH:7]=[C:6]([C:13]2[CH:14]=[C:15]([OH:20])[C:16](O)=[CH:17][CH:18]=2)[N:5]=1)[CH3:2].[CH2:21](Br)[CH3:22].[C:24]([O-:27])([O-])=O.[K+].[K+].O.[CH3:31]N(C=O)C. (4) Given the product [S:15]1[CH:19]=[CH:18][CH:17]=[C:16]1[S:20]([NH:1][C:2]1[N:3]=[CH:4][CH:5]=[C:6]2[CH:10]=[C:9]([C:11]([O:13][CH3:14])=[O:12])[NH:8][C:7]=12)(=[O:22])=[O:21], predict the reactants needed to synthesize it. The reactants are: [NH2:1][C:2]1[N:3]=[CH:4][CH:5]=[C:6]2[CH:10]=[C:9]([C:11]([O:13][CH3:14])=[O:12])[NH:8][C:7]=12.[S:15]1[CH:19]=[CH:18][CH:17]=[C:16]1[S:20](Cl)(=[O:22])=[O:21].CN(C)C(=O)C. (5) Given the product [Cl:12][CH2:13][CH2:14][CH2:15][S:9]([C:4]1[CH:5]=[CH:6][C:7]([F:8])=[C:2]([F:1])[CH:3]=1)(=[O:11])=[O:10], predict the reactants needed to synthesize it. The reactants are: [F:1][C:2]1[CH:3]=[C:4]([S:9]([OH:11])=[O:10])[CH:5]=[CH:6][C:7]=1[F:8].[Cl:12][CH2:13][CH2:14][CH2:15]I.C(N(C(C)C)C(C)C)C.O. (6) Given the product [CH:16]([O:19][C:2]1[CH:10]=[CH:9][C:8]([S:11]([CH3:14])(=[O:13])=[O:12])=[CH:7][C:3]=1[C:4]([OH:6])=[O:5])([CH2:17][CH3:18])[CH3:15], predict the reactants needed to synthesize it. The reactants are: Cl[C:2]1[CH:10]=[CH:9][C:8]([S:11]([CH3:14])(=[O:13])=[O:12])=[CH:7][C:3]=1[C:4]([OH:6])=[O:5].[CH3:15][CH:16]([OH:19])[CH2:17][CH3:18]. (7) The reactants are: Br[C:2]1[NH:3][C:4]2[C:9]([C:10]=1[CH2:11][C:12]([O:14][CH2:15][CH3:16])=[O:13])=[C:8]([N+:17]([O-:19])=[O:18])[CH:7]=[CH:6][CH:5]=2.[CH3:20][C:21]1[CH:26]=[CH:25][CH:24]=[CH:23][C:22]=1B(O)O.C([O-])([O-])=O.[Na+].[Na+]. Given the product [CH3:20][C:21]1[CH:26]=[CH:25][CH:24]=[CH:23][C:22]=1[C:2]1[NH:3][C:4]2[C:9]([C:10]=1[CH2:11][C:12]([O:14][CH2:15][CH3:16])=[O:13])=[C:8]([N+:17]([O-:19])=[O:18])[CH:7]=[CH:6][CH:5]=2, predict the reactants needed to synthesize it. (8) Given the product [CH3:1][N:2]([CH3:6])[CH2:3][CH2:4][O:5][C:9]1[N:14]=[C:13]([NH2:15])[CH:12]=[CH:11][CH:10]=1, predict the reactants needed to synthesize it. The reactants are: [CH3:1][N:2]([CH3:6])[CH2:3][CH2:4][OH:5].[Na].Cl[C:9]1[N:14]=[C:13]([NH2:15])[CH:12]=[CH:11][CH:10]=1. (9) Given the product [ClH:1].[CH3:38][N:39]([CH3:45])[CH:40]1[CH2:44][CH2:43][N:42]([C:2]2[CH:3]=[CH:4][C:5]3[C:11]4[NH:12][C:13](=[O:19])[C:14]([C:16]([OH:18])=[O:17])=[CH:15][C:10]=4[CH2:9][CH2:8][O:7][C:6]=3[CH:31]=2)[CH2:41]1, predict the reactants needed to synthesize it. The reactants are: [Cl:1][C:2]1[CH:3]=[CH:4][C:5]2[C:11]3[N:12](CC4C=CC(OC)=CC=4OC)[C:13](=[O:19])[C:14]([C:16]([OH:18])=[O:17])=[CH:15][C:10]=3[CH2:9][CH2:8][O:7][C:6]=2[CH:31]=1.CC([O-])(C)C.[Na+].[CH3:38][N:39]([CH3:45])[CH:40]1[CH2:44][CH2:43][NH:42][CH2:41]1.Cl. (10) Given the product [C:1]([O:5][C:6](=[O:35])[N:7]([CH2:11][CH2:12][CH2:13][N:14]1[C:22]([S:23][C:24]2[C:32]([I:33])=[CH:31][C:27]3[O:28][CH2:29][O:30][C:26]=3[CH:25]=2)=[N:21][C:20]2[C:19](=[O:34])[N:18]([C:47]3[CH:48]=[CH:43][C:44]([N+:52]([O-:54])=[O:53])=[CH:45][C:46]=3[N+:49]([O-:51])=[O:50])[CH:17]=[N:16][C:15]1=2)[CH:8]([CH3:9])[CH3:10])([CH3:3])([CH3:4])[CH3:2], predict the reactants needed to synthesize it. The reactants are: [C:1]([O:5][C:6](=[O:35])[N:7]([CH2:11][CH2:12][CH2:13][N:14]1[C:22]([S:23][C:24]2[C:32]([I:33])=[CH:31][C:27]3[O:28][CH2:29][O:30][C:26]=3[CH:25]=2)=[N:21][C:20]2[C:19](=[O:34])[NH:18][CH:17]=[N:16][C:15]1=2)[CH:8]([CH3:10])[CH3:9])([CH3:4])([CH3:3])[CH3:2].C([O-])([O-])=O.[K+].[K+].Cl[C:43]1[CH:48]=[CH:47][C:46]([N+:49]([O-:51])=[O:50])=[CH:45][C:44]=1[N+:52]([O-:54])=[O:53].